Predict which catalyst facilitates the given reaction. From a dataset of Catalyst prediction with 721,799 reactions and 888 catalyst types from USPTO. Reactant: [Cl:1][C:2]1[C:7]([C:8](OCC)=[O:9])=[C:6]([CH3:13])[N:5]=[C:4]([CH3:14])[CH:3]=1.[H-].C([Al+]CC(C)C)C(C)C.O.O.O.O.O.O.O.O.O.O.S([O-])([O-])(=O)=O.[Na+].[Na+]. Product: [Cl:1][C:2]1[CH:3]=[C:4]([CH3:14])[N:5]=[C:6]([CH3:13])[C:7]=1[CH2:8][OH:9]. The catalyst class is: 1.